From a dataset of Forward reaction prediction with 1.9M reactions from USPTO patents (1976-2016). Predict the product of the given reaction. (1) Given the reactants [CH2:1]([O:8][C:9]1[CH:18]=[C:17]2[C:12]([C:13](Cl)=[N:14][CH:15]=[N:16]2)=[CH:11][CH:10]=1)[C:2]1[CH:7]=[CH:6][CH:5]=[CH:4][CH:3]=1.[OH:20][C:21]1[CH:22]=[C:23]2[C:27](=[CH:28][CH:29]=1)[NH:26][C:25]([CH3:30])=[CH:24]2.C(=O)([O-])[O-].[K+].[K+], predict the reaction product. The product is: [CH2:1]([O:8][C:9]1[CH:18]=[C:17]2[C:12]([C:13]([O:20][C:21]3[CH:22]=[C:23]4[C:27](=[CH:28][CH:29]=3)[NH:26][C:25]([CH3:30])=[CH:24]4)=[N:14][CH:15]=[N:16]2)=[CH:11][CH:10]=1)[C:2]1[CH:7]=[CH:6][CH:5]=[CH:4][CH:3]=1. (2) Given the reactants [CH3:1][CH:2]([CH3:8])/[CH:3]=[CH:4]/[C:5]([OH:7])=O.C(Cl)(=O)C(Cl)=O.Cl.Cl.[CH3:17][C:18]1[CH:23]=[CH:22][N:21]=[C:20]([N:24]2[CH2:30][CH2:29][CH2:28][NH:27][CH2:26][CH2:25]2)[CH:19]=1.CCN(C(C)C)C(C)C, predict the reaction product. The product is: [CH3:8][CH:2]([CH3:1])/[CH:3]=[CH:4]/[C:5]([N:27]1[CH2:28][CH2:29][CH2:30][N:24]([C:20]2[CH:19]=[C:18]([CH3:17])[CH:23]=[CH:22][N:21]=2)[CH2:25][CH2:26]1)=[O:7]. (3) Given the reactants CC1(C)C(C)(C)OB([C:9]2[CH:10]=[C:11]3[C:16](=[C:17]([O:19][CH2:20][O:21][CH2:22][CH2:23][Si:24]([CH3:27])([CH3:26])[CH3:25])[CH:18]=2)[N:15]=[CH:14][N:13]([CH2:28][O:29][CH2:30][CH2:31][Si:32]([CH3:35])([CH3:34])[CH3:33])[C:12]3=[O:36])O1.[CH2:38]([C:45]1[CH:50]=[CH:49][CH:48]=[CH:47][C:46]=1Br)[C:39]1[CH:44]=[CH:43][CH:42]=[CH:41][CH:40]=1.C(=O)([O-])[O-].[K+].[K+], predict the reaction product. The product is: [CH2:38]([C:39]1[CH:44]=[CH:43][CH:42]=[CH:41][C:40]=1[C:14]1[N:13]([CH2:28][O:29][CH2:30][CH2:31][Si:32]([CH3:35])([CH3:34])[CH3:33])[C:12](=[O:36])[C:11]2[C:16](=[C:17]([O:19][CH2:20][O:21][CH2:22][CH2:23][Si:24]([CH3:26])([CH3:27])[CH3:25])[CH:18]=[CH:9][CH:10]=2)[N:15]=1)[C:45]1[CH:50]=[CH:49][CH:48]=[CH:47][CH:46]=1. (4) Given the reactants [C:1](Cl)(=[O:8])[C:2]1[CH:7]=[CH:6][CH:5]=[CH:4][CH:3]=1.C(O)(C(F)(F)F)=O.[NH2:17][C:18]1[CH:19]=[C:20]2[C:25](=[C:26]([C:28]([NH2:30])=[O:29])[CH:27]=1)[N:24]=[CH:23][N:22]=[C:21]2[NH:31][CH2:32][C:33]1[CH:38]=[CH:37][C:36]([Cl:39])=[C:35]([C:40]([F:43])([F:42])[F:41])[CH:34]=1.C(N(CC)CC)C, predict the reaction product. The product is: [C:1]([NH:17][C:18]1[CH:19]=[C:20]2[C:25](=[C:26]([C:28]([NH2:30])=[O:29])[CH:27]=1)[N:24]=[CH:23][N:22]=[C:21]2[NH:31][CH2:32][C:33]1[CH:38]=[CH:37][C:36]([Cl:39])=[C:35]([C:40]([F:42])([F:43])[F:41])[CH:34]=1)(=[O:8])[C:2]1[CH:7]=[CH:6][CH:5]=[CH:4][CH:3]=1. (5) Given the reactants [CH2:1]([NH:3][C:4]1[N:5]=[CH:6][C:7]2[C:16](=[O:17])[N:15]([C:18]3[CH:19]=[C:20]([CH:28]=[CH:29][CH:30]=3)[O:21]N3CCCCC3)[CH2:14][CH:13]3[N:9]([CH2:10][CH2:11][CH2:12]3)[C:8]=2[N:31]=1)[CH3:2].Cl.O1[CH2:38][CH2:37]OCC1, predict the reaction product. The product is: [CH2:1]([NH:3][C:4]1[N:5]=[CH:6][C:7]2[C:16](=[O:17])[N:15]([C:18]3[CH:30]=[CH:29][CH:28]=[C:20]([O:21][CH:38]4[CH2:37][CH2:4][NH:3][CH2:1][CH2:2]4)[CH:19]=3)[CH2:14][C@H:13]3[N:9]([CH2:10][CH2:11][CH2:12]3)[C:8]=2[N:31]=1)[CH3:2]. (6) The product is: [C:1]1([C:7]2[CH:24]=[N:25][O:9][C:8]=2[C:10]2[C:18]3[C:13](=[N:14][CH:15]=[CH:16][CH:17]=3)[NH:12][CH:11]=2)[CH:2]=[CH:3][CH:4]=[CH:5][CH:6]=1. Given the reactants [C:1]1([CH2:7][C:8]([C:10]2[C:18]3[C:13](=[N:14][CH:15]=[CH:16][CH:17]=3)[NH:12][CH:11]=2)=[O:9])[CH:6]=[CH:5][CH:4]=[CH:3][CH:2]=1.C(O[CH:24](N(C)C)[N:25](C)C)(C)(C)C.Cl.NO.C([O-])(=O)C.[Na+].C([O-])(O)=O.[Na+], predict the reaction product.